This data is from Peptide-MHC class I binding affinity with 185,985 pairs from IEDB/IMGT. The task is: Regression. Given a peptide amino acid sequence and an MHC pseudo amino acid sequence, predict their binding affinity value. This is MHC class I binding data. (1) The peptide sequence is RAMAWTVVNSI. The MHC is HLA-A02:03 with pseudo-sequence HLA-A02:03. The binding affinity (normalized) is 0.612. (2) The peptide sequence is ELLDHLLLF. The MHC is HLA-A02:19 with pseudo-sequence HLA-A02:19. The binding affinity (normalized) is 0.363. (3) The peptide sequence is FRNLAYGRTCVLGK. The MHC is HLA-B45:01 with pseudo-sequence HLA-B45:01. The binding affinity (normalized) is 0. (4) The peptide sequence is GTHVLLPFY. The MHC is HLA-A33:01 with pseudo-sequence HLA-A33:01. The binding affinity (normalized) is 0.0971. (5) The peptide sequence is QRSTLERTSKASLER. The MHC is HLA-B44:03 with pseudo-sequence HLA-B44:03. The binding affinity (normalized) is 0.0667. (6) The peptide sequence is FTDCRTIDAI. The MHC is HLA-A68:02 with pseudo-sequence HLA-A68:02. The binding affinity (normalized) is 0.525.